From a dataset of Reaction yield outcomes from USPTO patents with 853,638 reactions. Predict the reaction yield, written as a fraction of the theoretical maximum amount of product (1.0 means a 100% yield; for example, 0.34 means a 34% yield). The reactants are [Cl:1][C:2]1[C:10]2[N:9]=[C:8]3[N:11]([C:15]4[CH:20]=[CH:19][C:18]([Cl:21])=[CH:17][C:16]=4[Cl:22])[CH2:12][CH2:13][CH2:14][N:7]3[C:6]=2[C:5]([CH:23]([OH:26])[CH2:24][CH3:25])=[CH:4][CH:3]=1.[C:27](O[C:27](=[O:31])[CH:28]([CH3:30])[CH3:29])(=[O:31])[CH:28]([CH3:30])[CH3:29].C(=O)(O)[O-].[Na+]. The catalyst is N1C=CC=CC=1. The product is [CH3:29][CH:28]([CH3:30])[C:27]([O:26][CH:23]([C:5]1[C:6]2[N:7]3[CH2:14][CH2:13][CH2:12][N:11]([C:15]4[CH:20]=[CH:19][C:18]([Cl:21])=[CH:17][C:16]=4[Cl:22])[C:8]3=[N:9][C:10]=2[C:2]([Cl:1])=[CH:3][CH:4]=1)[CH2:24][CH3:25])=[O:31]. The yield is 0.640.